Dataset: Full USPTO retrosynthesis dataset with 1.9M reactions from patents (1976-2016). Task: Predict the reactants needed to synthesize the given product. (1) Given the product [P:21]([O:19][CH2:18][N:11]1[C:12]2[C:17](=[CH:16][CH:15]=[CH:14][CH:13]=2)/[C:9](=[CH:8]/[C:3]2[NH:4][C:5]([CH3:7])=[CH:6][C:2]=2[CH3:1])/[C:10]1=[O:20])([O:22][CH2:23][C:24]1[CH:29]=[CH:28][CH:27]=[CH:26][CH:25]=1)([O:30][CH2:31][C:32]1[CH:37]=[CH:36][CH:35]=[CH:34][CH:33]=1)=[O:38], predict the reactants needed to synthesize it. The reactants are: [CH3:1][C:2]1[CH:6]=[C:5]([CH3:7])[NH:4][C:3]=1/[CH:8]=[C:9]1\[C:10](=[O:20])[N:11]([CH2:18][OH:19])[C:12]2[C:17]\1=[CH:16][CH:15]=[CH:14][CH:13]=2.[P:21](Cl)(=[O:38])([O:30][CH2:31][C:32]1[CH:37]=[CH:36][CH:35]=[CH:34][CH:33]=1)[O:22][CH2:23][C:24]1[CH:29]=[CH:28][CH:27]=[CH:26][CH:25]=1. (2) Given the product [CH3:1][O:2][C:3](=[O:9])[C@@H:4]([O:8][CH2:20][CH:21]([CH3:22])[CH:31]=[CH2:32])[CH:5]([CH3:7])[CH3:6], predict the reactants needed to synthesize it. The reactants are: [CH3:1][O:2][C:3](=[O:9])[C@@H:4]([OH:8])[CH:5]([CH3:7])[CH3:6].C[Si]([N-][Si](C)(C)C)(C)C.[Na+].[CH3:20][CH:21]([CH:31]=[CH2:32])[CH2:22]OS(C(F)(F)F)(=O)=O.[Cl-].[NH4+]. (3) The reactants are: [CH2:1]([O:3][C:4](=[O:29])[C:5]1[CH:10]=[CH:9][C:8]([N:11]2[CH:15]=[C:14]([C:16]3[CH:21]=[CH:20][CH:19]=[CH:18][C:17]=3[OH:22])[C:13]([C:23]#[N:24])=[CH:12]2)=[CH:7][C:6]=1[O:25]COC)[CH3:2].O1CCCC1.C(O)C.Cl. Given the product [CH2:1]([O:3][C:4](=[O:29])[C:5]1[CH:10]=[CH:9][C:8]([N:11]2[CH:15]=[C:14]([C:16]3[CH:21]=[CH:20][CH:19]=[CH:18][C:17]=3[OH:22])[C:13]([C:23]#[N:24])=[CH:12]2)=[CH:7][C:6]=1[OH:25])[CH3:2], predict the reactants needed to synthesize it.